From a dataset of Forward reaction prediction with 1.9M reactions from USPTO patents (1976-2016). Predict the product of the given reaction. (1) Given the reactants [CH3:1][CH:2]([C:4]1[N:8]([CH2:9][C:10]2[C:19]3[C:14](=[CH:15][CH:16]=[CH:17][CH:18]=3)[CH:13]=[CH:12][CH:11]=2)[C:7]2[CH:20]=[C:21]([N:25]3[CH2:30][CH2:29][O:28][CH2:27][CH2:26]3)[CH:22]=[C:23](N)[C:6]=2[N:5]=1)[CH3:3].[OH:31]S(O)(=O)=O.N([O-])=O.[Na+].C([O-])(O)=O.[Na+], predict the reaction product. The product is: [CH3:3][CH:2]([C:4]1[N:8]([CH2:9][C:10]2[C:19]3[C:14](=[CH:15][CH:16]=[CH:17][CH:18]=3)[CH:13]=[CH:12][CH:11]=2)[C:7]2[CH:20]=[C:21]([N:25]3[CH2:26][CH2:27][O:28][CH2:29][CH2:30]3)[CH:22]=[C:23]([OH:31])[C:6]=2[N:5]=1)[CH3:1]. (2) Given the reactants [F:1][C:2]1[C:7]2[N:8]=[CH:9][S:10][C:6]=2[CH:5]=[C:4]([C:11]([O:13][CH3:14])=[O:12])[C:3]=1[NH:15][C:16]1[CH:21]=[CH:20][CH:19]=[CH:18][C:17]=1[F:22].C1C(=O)N([I:30])C(=O)C1.FC(F)(F)C(O)=O.O, predict the reaction product. The product is: [F:1][C:2]1[C:7]2[N:8]=[CH:9][S:10][C:6]=2[CH:5]=[C:4]([C:11]([O:13][CH3:14])=[O:12])[C:3]=1[NH:15][C:16]1[CH:21]=[CH:20][C:19]([I:30])=[CH:18][C:17]=1[F:22]. (3) Given the reactants Cl[C:2]1[C:7]([O:8][CH3:9])=[CH:6][C:5]([N+:10]([O-:12])=[O:11])=[CH:4][N:3]=1.[OH-].[NH4+:14].C(O)C, predict the reaction product. The product is: [NH2:14][C:2]1[C:7]([O:8][CH3:9])=[CH:6][C:5]([N+:10]([O-:12])=[O:11])=[CH:4][N:3]=1.